This data is from Reaction yield outcomes from USPTO patents with 853,638 reactions. The task is: Predict the reaction yield, written as a fraction of the theoretical maximum amount of product (1.0 means a 100% yield; for example, 0.34 means a 34% yield). (1) The reactants are [F:1][C:2]1([F:27])[CH2:7][CH2:6][CH:5]([CH2:8][C:9]2[N:13]3[C:14]([CH3:20])=[CH:15][C:16]([C:18]#[N:19])=[CH:17][C:12]3=[N:11][C:10]=2[CH:21]([S:23]([CH3:26])(=[O:25])=[O:24])[CH3:22])[CH2:4][CH2:3]1.[CH2:28]([Li])CCC.IC.[Cl-].[NH4+]. The catalyst is C1COCC1. The product is [F:27][C:2]1([F:1])[CH2:7][CH2:6][CH:5]([CH2:8][C:9]2[N:13]3[C:14]([CH3:20])=[CH:15][C:16]([C:18]#[N:19])=[CH:17][C:12]3=[N:11][C:10]=2[CH:21]([S:23]([CH2:26][CH3:28])(=[O:24])=[O:25])[CH3:22])[CH2:4][CH2:3]1. The yield is 0.260. (2) The reactants are [N+:1]([C:4]1[CH:10]=[CH:9][C:7]([NH2:8])=[C:6]([C:11]#[C:12][C:13]2[CH:18]=[CH:17][CH:16]=[CH:15][N:14]=2)[CH:5]=1)([O-:3])=[O:2].CC([O-])(C)C.[K+]. The catalyst is CN(C=O)C.O. The product is [N+:1]([C:4]1[CH:5]=[C:6]2[C:7](=[CH:9][CH:10]=1)[NH:8][C:12]([C:13]1[CH:18]=[CH:17][CH:16]=[CH:15][N:14]=1)=[CH:11]2)([O-:3])=[O:2]. The yield is 0.670. (3) The reactants are [S:1](=[O:31])(=[O:30])([O:3][CH2:4][C@H:5]1[CH2:9][C@@H:8]([NH:10][C:11]2[N:16]3[N:17]=[C:18]([C:20]4[CH:25]=[CH:24][CH:23]=[CH:22][CH:21]=4)[CH:19]=[C:15]3[N:14]=[C:13](Cl)[C:12]=2[CH3:27])[C@H:7]([OH:28])[C@@H:6]1[OH:29])[NH2:2]. The catalyst is [Pd].O1CCCC1. The product is [S:1](=[O:31])(=[O:30])([O:3][CH2:4][C@H:5]1[CH2:9][C@@H:8]([NH:10][C:11]2[N:16]3[N:17]=[C:18]([C:20]4[CH:25]=[CH:24][CH:23]=[CH:22][CH:21]=4)[CH:19]=[C:15]3[N:14]=[CH:13][C:12]=2[CH3:27])[C@H:7]([OH:28])[C@@H:6]1[OH:29])[NH2:2]. The yield is 0.130. (4) The reactants are [CH:1]1([C:7](=[O:9])[CH3:8])[CH2:6][CH2:5][CH2:4][CH2:3][CH2:2]1.[Br:10]Br.S([O-])([O-])=O.[Na+].[Na+]. The catalyst is CO. The product is [Br:10][CH2:8][C:7]([CH:1]1[CH2:6][CH2:5][CH2:4][CH2:3][CH2:2]1)=[O:9]. The yield is 0.630. (5) The reactants are [NH4+:1].[Cl-].[CH2:3]1[CH2:7]O[CH2:5][CH2:4]1. The catalyst is [Cu](I)I. The product is [C:4]([C:3]1[CH:7]=[CH:7][CH:3]=[C:4]([CH3:5])[N:1]=1)#[CH:5]. The yield is 0.864. (6) The reactants are [CH3:1][C:2]1[NH:7][C:6](=[O:8])[NH:5][C:4](=[O:9])[C:3]=1[CH2:10][C:11]([OH:13])=[O:12].S(Cl)(Cl)=O.[CH3:18]O. No catalyst specified. The product is [CH3:1][C:2]1[NH:7][C:6](=[O:8])[NH:5][C:4](=[O:9])[C:3]=1[CH2:10][C:11]([O:13][CH3:18])=[O:12]. The yield is 0.970. (7) The reactants are [CH3:1][O:2][C:3]1[CH:10]=[CH:9][C:6]([CH:7]=O)=[CH:5][CH:4]=1.[CH:11]1([NH2:15])[CH2:14][CH2:13][CH2:12]1.[O-]S([O-])(=O)=O.[Na+].[Na+].[BH4-].[Na+]. The catalyst is ClCCl.[OH-].[Na+].Cl([O-])(=O)(=O)=O.[Mg+2].Cl([O-])(=O)(=O)=O. The product is [CH3:1][O:2][C:3]1[CH:10]=[CH:9][C:6]([CH2:7][NH:15][CH:11]2[CH2:14][CH2:13][CH2:12]2)=[CH:5][CH:4]=1. The yield is 0.820.